Dataset: Full USPTO retrosynthesis dataset with 1.9M reactions from patents (1976-2016). Task: Predict the reactants needed to synthesize the given product. (1) Given the product [Br:1][C:2]1[CH:11]=[CH:10][C:9]([CH:12]=[N:15][OH:16])=[C:8]2[C:3]=1[CH:4]=[N:5][CH:6]=[N:7]2, predict the reactants needed to synthesize it. The reactants are: [Br:1][C:2]1[CH:11]=[CH:10][C:9]([CH:12]=O)=[C:8]2[C:3]=1[CH:4]=[N:5][CH:6]=[N:7]2.Cl.[NH2:15][OH:16].C(N(CC)CC)C. (2) Given the product [CH3:13][S:14]([CH2:2][CH2:3][CH2:4][NH:5][C:6](=[O:12])[O:7][C:8]([CH3:11])([CH3:10])[CH3:9])(=[O:16])=[O:15], predict the reactants needed to synthesize it. The reactants are: Br[CH2:2][CH2:3][CH2:4][NH:5][C:6](=[O:12])[O:7][C:8]([CH3:11])([CH3:10])[CH3:9].[CH3:13][S:14]([O-:16])=[O:15].[Na+].N1C=CC=CC=1.O. (3) Given the product [CH:12]1[C:21]2[C:16](=[CH:17][CH:18]=[CH:19][CH:20]=2)[CH:15]=[CH:14][C:13]=1[C:22]1[NH:26][N:25]=[C:24]([C:27]([N:6]2[CH:7]3[CH2:10][CH2:11][N:3]([CH2:9][CH2:8]3)[CH2:4][CH2:5]2)=[O:28])[CH:23]=1, predict the reactants needed to synthesize it. The reactants are: Cl.Cl.[N:3]12[CH2:11][CH2:10][CH:7]([CH2:8][CH2:9]1)[NH:6][CH2:5][CH2:4]2.[CH:12]1[C:21]2[C:16](=[CH:17][CH:18]=[CH:19][CH:20]=2)[CH:15]=[CH:14][C:13]=1[C:22]1[NH:26][N:25]=[C:24]([C:27](O)=[O:28])[CH:23]=1. (4) The reactants are: [C:1]([N:4]1[CH2:9][CH2:8][N:7]([C:10]2[CH:15]=[CH:14][C:13]([NH:16][C:17]3[N:22]=[C:21]([N:23]4[CH2:28][CH2:27][CH:26]([NH:29]C(=O)OCC5C=CC=CC=5)[CH2:25][CH2:24]4)[C:20]([F:40])=[CH:19][N:18]=3)=[CH:12][CH:11]=2)[CH2:6][CH2:5]1)(=[O:3])[CH3:2].[H][H]. Given the product [NH2:29][CH:26]1[CH2:27][CH2:28][N:23]([C:21]2[C:20]([F:40])=[CH:19][N:18]=[C:17]([NH:16][C:13]3[CH:12]=[CH:11][C:10]([N:7]4[CH2:8][CH2:9][N:4]([C:1](=[O:3])[CH3:2])[CH2:5][CH2:6]4)=[CH:15][CH:14]=3)[N:22]=2)[CH2:24][CH2:25]1, predict the reactants needed to synthesize it.